Task: Predict the product of the given reaction.. Dataset: Forward reaction prediction with 1.9M reactions from USPTO patents (1976-2016) (1) Given the reactants Br[C:2]1[CH:7]=[CH:6][C:5]([C:8]2([C:15]3[CH:20]=[CH:19][C:18]([Cl:21])=[CH:17][CH:16]=3)[CH2:13][CH2:12][N:11]([CH3:14])[CH2:10][CH2:9]2)=[CH:4][CH:3]=1.CC1(C)C(C)(C)OB([C:30]2[CH:31]=[N:32][NH:33][CH:34]=2)O1, predict the reaction product. The product is: [Cl:21][C:18]1[CH:19]=[CH:20][C:15]([C:8]2([C:5]3[CH:6]=[CH:7][C:2]([C:30]4[CH:31]=[N:32][NH:33][CH:34]=4)=[CH:3][CH:4]=3)[CH2:13][CH2:12][N:11]([CH3:14])[CH2:10][CH2:9]2)=[CH:16][CH:17]=1. (2) The product is: [CH3:1][S:2]([O:30][CH2:29][CH2:28][O:27][C:26]1[CH:25]=[CH:24][C:23]([N:20]2[CH2:19][CH2:18][N:17]([C:14]3[CH:15]=[CH:16][C:11]4[N:12]([C:8]([C:7]([F:6])([F:33])[F:34])=[N:9][N:10]=4)[N:13]=3)[CH2:22][CH2:21]2)=[CH:32][CH:31]=1)(=[O:4])=[O:3]. Given the reactants [CH3:1][S:2](Cl)(=[O:4])=[O:3].[F:6][C:7]([F:34])([F:33])[C:8]1[N:12]2[N:13]=[C:14]([N:17]3[CH2:22][CH2:21][N:20]([C:23]4[CH:32]=[CH:31][C:26]([O:27][CH2:28][CH2:29][OH:30])=[CH:25][CH:24]=4)[CH2:19][CH2:18]3)[CH:15]=[CH:16][C:11]2=[N:10][N:9]=1.C(N(CC)CC)C, predict the reaction product. (3) Given the reactants Br[C:2]1[CH:3]=[CH:4][C:5]([N:8]2[CH2:12][CH2:11][C@H:10]([NH:13][CH2:14][C:15]3[CH:20]=[CH:19][C:18]([Cl:21])=[CH:17][C:16]=3[Cl:22])[CH2:9]2)=[N:6][CH:7]=1.[C:23]1(B(O)O)[CH:28]=[CH:27][CH:26]=[CH:25][CH:24]=1.C(=O)([O-])[O-].[Na+].[Na+].COCCOC, predict the reaction product. The product is: [CH3:14][CH:15]([CH2:16][CH2:17][CH3:18])[CH3:20].[Cl:22][C:16]1[CH:17]=[C:18]([Cl:21])[CH:19]=[CH:20][C:15]=1[CH2:14][NH:13][C@H:10]1[CH2:11][CH2:12][N:8]([C:5]2[CH:4]=[CH:3][C:2]([C:23]3[CH:28]=[CH:27][CH:26]=[CH:25][CH:24]=3)=[CH:7][N:6]=2)[CH2:9]1. (4) Given the reactants Br[C:2]1[C:18]([F:19])=[CH:17][C:5]2[O:6][CH2:7][CH2:8][C:9]3[S:13][C:12]([C:14]([NH2:16])=[O:15])=[N:11][C:10]=3[C:4]=2[CH:3]=1.[F:20][CH2:21][C:22]([CH3:26])([OH:25])[C:23]#[CH:24], predict the reaction product. The product is: [F:19][C:18]1[C:2]([C:24]#[C:23][C:22]([OH:25])([CH3:26])[CH2:21][F:20])=[CH:3][C:4]2[C:10]3[N:11]=[C:12]([C:14]([NH2:16])=[O:15])[S:13][C:9]=3[CH2:8][CH2:7][O:6][C:5]=2[CH:17]=1.